This data is from Peptide-MHC class II binding affinity with 134,281 pairs from IEDB. The task is: Regression. Given a peptide amino acid sequence and an MHC pseudo amino acid sequence, predict their binding affinity value. This is MHC class II binding data. (1) The peptide sequence is GKTFSVGTGNCTTNI. The MHC is DRB3_0101 with pseudo-sequence DRB3_0101. The binding affinity (normalized) is 0.329. (2) The peptide sequence is VRVPVPQLQPQNPSQQQPQE. The MHC is DRB4_0101 with pseudo-sequence DRB4_0103. The binding affinity (normalized) is 0.810. (3) The peptide sequence is TLVLKMLHSSSLTSL. The MHC is DRB1_1101 with pseudo-sequence DRB1_1101. The binding affinity (normalized) is 0.554. (4) The peptide sequence is LQGLRYFIMAYVNQA. The MHC is DRB1_0405 with pseudo-sequence DRB1_0405. The binding affinity (normalized) is 0.906. (5) The peptide sequence is DKFYDCLKNSADTISSYF. The MHC is DRB1_0701 with pseudo-sequence DRB1_0701. The binding affinity (normalized) is 0.293. (6) The peptide sequence is QNRMKLADCAVGFGS. The MHC is DRB1_1302 with pseudo-sequence DRB1_1302. The binding affinity (normalized) is 0.454. (7) The peptide sequence is EHREVLWKFDSQLAHRH. The MHC is HLA-DQA10501-DQB10201 with pseudo-sequence HLA-DQA10501-DQB10201. The binding affinity (normalized) is 0.250. (8) The peptide sequence is LDEVYNAAYNAADHA. The MHC is HLA-DPA10201-DPB11401 with pseudo-sequence HLA-DPA10201-DPB11401. The binding affinity (normalized) is 0. (9) The binding affinity (normalized) is 0.648. The peptide sequence is TSKLDAAYKLAYKTAEGATP. The MHC is DRB1_1101 with pseudo-sequence DRB1_1101. (10) The peptide sequence is YQPAAMRRLSLILLA. The MHC is DRB4_0101 with pseudo-sequence DRB4_0103. The binding affinity (normalized) is 0.472.